Dataset: Forward reaction prediction with 1.9M reactions from USPTO patents (1976-2016). Task: Predict the product of the given reaction. (1) Given the reactants [Cl:1][C:2]1[N:10]=[C:9]2[C:5]([N:6]=[C:7]([CH2:13][N:14]3[CH2:19][CH2:18][N:17]([C:20](C)(C)[C:21](N)=[O:22])[CH2:16][CH2:15]3)[N:8]2[CH2:11][CH3:12])=[C:4]([N:26]2[CH2:31][CH2:30][O:29][CH2:28][CH2:27]2)[N:3]=1.[CH2:32]1[C@H]2CNCCN2CCO1, predict the reaction product. The product is: [Cl:1][C:2]1[N:10]=[C:9]2[C:5]([N:6]=[C:7]([CH2:13][N:14]3[CH2:15][CH2:16][N:17]4[C@@H:18]([CH2:32][O:22][CH2:21][CH2:20]4)[CH2:19]3)[N:8]2[CH2:11][CH3:12])=[C:4]([N:26]2[CH2:27][CH2:28][O:29][CH2:30][CH2:31]2)[N:3]=1. (2) Given the reactants [OH:1][C:2]1[CH:11]=[CH:10][C:5]2[C:6](=[O:9])[CH2:7][O:8][C:4]=2[CH:3]=1.[C:12]([O:16][C:17]([N:19]1[CH2:24][CH2:23][NH:22][CH2:21][CH2:20]1)=[O:18])([CH3:15])([CH3:14])[CH3:13].[CH2:25]=O, predict the reaction product. The product is: [OH:1][C:2]1[CH:11]=[CH:10][C:5]2[C:6](=[O:9])[CH2:7][O:8][C:4]=2[C:3]=1[CH2:25][N:22]1[CH2:23][CH2:24][N:19]([C:17]([O:16][C:12]([CH3:15])([CH3:13])[CH3:14])=[O:18])[CH2:20][CH2:21]1. (3) Given the reactants [C:1]1([N:7]2[C:11]([C:12]3[CH:17]=[CH:16][CH:15]=[CH:14][CH:13]=3)=[CH:10][C:9]([CH2:18][CH2:19][CH:20]=O)=[N:8]2)[CH:6]=[CH:5][CH:4]=[CH:3][CH:2]=1.[CH3:22][C:23]1[C:28]([CH3:29])=[CH:27][CH:26]=[CH:25][C:24]=1[N:30]1[CH2:35][CH2:34][NH:33][CH2:32][CH2:31]1.CCN(C(C)C)C(C)C.[BH-](OC(C)=O)(OC(C)=O)OC(C)=O.[Na+], predict the reaction product. The product is: [CH3:22][C:23]1[C:28]([CH3:29])=[CH:27][CH:26]=[CH:25][C:24]=1[N:30]1[CH2:31][CH2:32][N:33]([CH2:20][CH2:19][CH2:18][C:9]2[CH:10]=[C:11]([C:12]3[CH:17]=[CH:16][CH:15]=[CH:14][CH:13]=3)[N:7]([C:1]3[CH:6]=[CH:5][CH:4]=[CH:3][CH:2]=3)[N:8]=2)[CH2:34][CH2:35]1. (4) Given the reactants [CH3:1][O:2][CH2:3][CH:4](O)[CH3:5].[C:7](N)(=O)[CH:8]=[CH2:9].C(N[C:15](=O)[CH:16]=[CH2:17])O.[C:19](OCCO)(=O)[CH:20]=[CH2:21].C(O)(=[O:30])C=C, predict the reaction product. The product is: [C:1]([O:2][CH2:3][CH2:4][CH2:5][CH2:17][CH2:16][CH2:15][CH2:19][CH2:20][CH3:21])(=[O:30])[C:8]([CH3:7])=[CH2:9]. (5) Given the reactants [CH:1]1[C:13]2[CH:12]([CH2:14][O:15][C:16]([N:18]3[CH2:23][CH2:22][C:21]([C:31](Cl)=[O:32])([C:24]4[CH:29]=[CH:28][C:27]([Cl:30])=[CH:26][CH:25]=4)[CH2:20][CH2:19]3)=[O:17])[C:11]3[C:6](=[CH:7][CH:8]=[CH:9][CH:10]=3)[C:5]=2[CH:4]=[CH:3][CH:2]=1.[NH2:34][C:35]1[CH:44]=[C:43]2[C:38]([C:39](=[O:45])[NH:40][CH:41]=[N:42]2)=[CH:37][CH:36]=1, predict the reaction product. The product is: [CH:1]1[C:13]2[CH:12]([CH2:14][O:15][C:16]([N:18]3[CH2:19][CH2:20][C:21]([C:24]4[CH:29]=[CH:28][C:27]([Cl:30])=[CH:26][CH:25]=4)([C:31](=[O:32])[NH:34][C:35]4[CH:44]=[C:43]5[C:38]([C:39](=[O:45])[NH:40][CH:41]=[N:42]5)=[CH:37][CH:36]=4)[CH2:22][CH2:23]3)=[O:17])[C:11]3[C:6](=[CH:7][CH:8]=[CH:9][CH:10]=3)[C:5]=2[CH:4]=[CH:3][CH:2]=1. (6) Given the reactants [Na].C([O-])(O)=O.[Na+].C([N:10]1[CH:14]=[C:13](/[CH:15]=[CH:16]/[C:17]([O:19][CH3:20])=[O:18])[CH:12]=[N:11]1)(=O)C, predict the reaction product. The product is: [NH:10]1[CH:14]=[C:13](/[CH:15]=[CH:16]/[C:17]([O:19][CH3:20])=[O:18])[CH:12]=[N:11]1.